Dataset: Full USPTO retrosynthesis dataset with 1.9M reactions from patents (1976-2016). Task: Predict the reactants needed to synthesize the given product. (1) Given the product [Cl:17][C:18]1[CH:23]=[C:22]([C:2]2[CH:3]=[CH:4][CH:5]=[C:6]([NH:8][CH2:9][C:10]3[CH:15]=[CH:14][CH:13]=[C:12]([F:16])[CH:11]=3)[N:7]=2)[C:21]([F:27])=[CH:20][N:19]=1, predict the reactants needed to synthesize it. The reactants are: Br[C:2]1[N:7]=[C:6]([NH:8][CH2:9][C:10]2[CH:15]=[CH:14][CH:13]=[C:12]([F:16])[CH:11]=2)[CH:5]=[CH:4][CH:3]=1.[Cl:17][C:18]1[CH:23]=[C:22](B(O)O)[C:21]([F:27])=[CH:20][N:19]=1.C(Cl)Cl. (2) Given the product [CH3:12][C:7]1[CH:8]=[C:9]([CH3:11])[CH:10]=[C:5]([CH3:4])[C:6]=1[NH:13][C:14]([NH:16][C:17]1[C:18]([C:27]([NH:29][C@H:30]([C:38]([OH:40])=[O:39])[CH2:31][C:32]2[CH:37]=[CH:36][CH:35]=[CH:34][CH:33]=2)=[O:28])=[CH:19][C:20]2[C:25]([CH:26]=1)=[CH:24][CH:23]=[CH:22][CH:21]=2)=[O:15], predict the reactants needed to synthesize it. The reactants are: O.[OH-].[Li+].[CH3:4][C:5]1[CH:10]=[C:9]([CH3:11])[CH:8]=[C:7]([CH3:12])[C:6]=1[NH:13][C:14]([NH:16][C:17]1[C:18]([C:27]([NH:29][C@H:30]([C:38]([O:40]CC)=[O:39])[CH2:31][C:32]2[CH:37]=[CH:36][CH:35]=[CH:34][CH:33]=2)=[O:28])=[CH:19][C:20]2[C:25]([CH:26]=1)=[CH:24][CH:23]=[CH:22][CH:21]=2)=[O:15].O.Cl. (3) Given the product [OH:1][CH2:2][CH2:3][CH2:4][CH2:5][C:6]1[CH:15]=[CH:14][CH:13]=[CH:12][C:7]=1[C:8]([O:10][CH3:11])=[O:9], predict the reactants needed to synthesize it. The reactants are: [OH:1][CH2:2][CH2:3][C:4]#[C:5][C:6]1[CH:15]=[CH:14][CH:13]=[CH:12][C:7]=1[C:8]([O:10][CH3:11])=[O:9].